Dataset: Catalyst prediction with 721,799 reactions and 888 catalyst types from USPTO. Task: Predict which catalyst facilitates the given reaction. Reactant: Br[C:2]1[CH:3]=[C:4]2[O:10][C:9]([CH3:11])=[N:8][C:5]2=[N:6][CH:7]=1.[F:12][C:13]1[CH:21]=[C:20]2[C:16]([C:17](B3OC(C)(C)C(C)(C)O3)=[CH:18][N:19]2C(OC(C)(C)C)=O)=[CH:15][CH:14]=1.C([O-])([O-])=O.[Na+].[Na+]. Product: [F:12][C:13]1[CH:21]=[C:20]2[C:16]([C:17]([C:2]3[CH:3]=[C:4]4[O:10][C:9]([CH3:11])=[N:8][C:5]4=[N:6][CH:7]=3)=[CH:18][NH:19]2)=[CH:15][CH:14]=1. The catalyst class is: 108.